This data is from Full USPTO retrosynthesis dataset with 1.9M reactions from patents (1976-2016). The task is: Predict the reactants needed to synthesize the given product. (1) Given the product [F:1][C:2]1[CH:10]=[CH:9][C:5]([C:6]([NH:11][C:12]2[S:16][C:15]([NH:17][C:18]3[C:27]4[C:22](=[CH:23][CH:24]=[CH:25][CH:26]=4)[N:21]=[CH:20][CH:19]=3)=[N:14][C:13]=2[C:28]([NH2:30])=[O:29])=[O:7])=[CH:4][CH:3]=1, predict the reactants needed to synthesize it. The reactants are: [F:1][C:2]1[CH:10]=[CH:9][C:5]([C:6](Cl)=[O:7])=[CH:4][CH:3]=1.[NH2:11][C:12]1[S:16][C:15]([NH:17][C:18]2[C:27]3[C:22](=[CH:23][CH:24]=[CH:25][CH:26]=3)[N:21]=[CH:20][CH:19]=2)=[N:14][C:13]=1[C:28]([NH2:30])=[O:29]. (2) Given the product [O:25]=[C:20]1[C:19]2[NH:26][CH:27]=[CH:28][C:18]=2[C:17]2[CH:16]=[C:15]([C:13]3[N:10]=[C:8]([NH:7][C:1]4[CH:6]=[CH:5][CH:4]=[CH:3][CH:2]=4)[S:9][CH:12]=3)[CH:24]=[CH:23][C:22]=2[NH:21]1.[CH2:29]([C:31]([O-:33])=[O:32])[CH3:30], predict the reactants needed to synthesize it. The reactants are: [C:1]1([NH:7][C:8]([NH2:10])=[S:9])[CH:6]=[CH:5][CH:4]=[CH:3][CH:2]=1.Br[CH2:12][C:13]([C:15]1[CH:24]=[CH:23][C:22]2[NH:21][C:20](=[O:25])[C:19]3[NH:26][CH:27]=[CH:28][C:18]=3[C:17]=2[CH:16]=1)=O.[CH2:29]([C:31]([O-:33])=[O:32])[CH3:30].C(N(CC)CC)C.